This data is from Peptide-MHC class II binding affinity with 134,281 pairs from IEDB. The task is: Regression. Given a peptide amino acid sequence and an MHC pseudo amino acid sequence, predict their binding affinity value. This is MHC class II binding data. (1) The MHC is DRB1_1101 with pseudo-sequence DRB1_1101. The peptide sequence is LLNRNNTFKPFAEYK. The binding affinity (normalized) is 0.271. (2) The peptide sequence is TSKLDAAYKLAYKTAEGATP. The MHC is DRB1_0802 with pseudo-sequence DRB1_0802. The binding affinity (normalized) is 0.878.